From a dataset of Full USPTO retrosynthesis dataset with 1.9M reactions from patents (1976-2016). Predict the reactants needed to synthesize the given product. (1) Given the product [C:1]1([CH:7]([C:30]2[CH:31]=[CH:32][C:33]([NH:36][C:37]([C@@H:39]3[CH2:43][CH2:42][CH2:41][NH:40]3)=[O:38])=[CH:34][CH:35]=2)[CH2:8][C:9]2[CH:14]=[CH:13][C:12]([NH:15][C:16]([C@@H:18]3[CH2:22][CH2:21][CH2:20][NH:19]3)=[O:17])=[CH:11][CH:10]=2)[CH:6]=[CH:5][CH:4]=[CH:3][CH:2]=1, predict the reactants needed to synthesize it. The reactants are: [C:1]1([CH:7]([C:30]2[CH:35]=[CH:34][C:33]([NH:36][C:37]([C@@H:39]3[CH2:43][CH2:42][CH2:41][N:40]3C(OC(C)(C)C)=O)=[O:38])=[CH:32][CH:31]=2)[CH2:8][C:9]2[CH:14]=[CH:13][C:12]([NH:15][C:16]([C@@H:18]3[CH2:22][CH2:21][CH2:20][N:19]3C(OC(C)(C)C)=O)=[O:17])=[CH:11][CH:10]=2)[CH:6]=[CH:5][CH:4]=[CH:3][CH:2]=1.FC(F)(F)C(O)=O. (2) Given the product [C:33]([C:32]1[CH:38]=[C:39]([NH2:40])[N:15]([C:11]2[CH:12]=[CH:13][CH:14]=[C:9]([CH2:8][N:5]3[CH2:4][CH2:3][C:2]([F:31])([F:1])[CH2:7][CH2:6]3)[CH:10]=2)[N:16]=1)([CH3:36])([CH3:35])[CH3:34], predict the reactants needed to synthesize it. The reactants are: [F:1][C:2]1([F:31])[CH2:7][CH2:6][N:5]([CH2:8][C:9]2[CH:10]=[C:11]([N:15](C(OC(C)(C)C)=O)[NH:16]C(OC(C)(C)C)=O)[CH:12]=[CH:13][CH:14]=2)[CH2:4][CH2:3]1.[C:32]([CH2:38][C:39]#[N:40])(=O)[C:33]([CH3:36])([CH3:35])[CH3:34].Cl.C([O-])(O)=O.[Na+].